From a dataset of Forward reaction prediction with 1.9M reactions from USPTO patents (1976-2016). Predict the product of the given reaction. (1) The product is: [CH3:27][C:22]1[CH:23]=[C:24]([CH3:26])[N:25]=[C:20]([C:6](=[O:8])[CH3:7])[N:21]=1. Given the reactants C([Sn](CCCC)(CCCC)[C:6]([O:8]CC)=[CH2:7])CCC.Cl[C:20]1[N:25]=[C:24]([CH3:26])[CH:23]=[C:22]([CH3:27])[N:21]=1.C(OC)(C)(C)C.[F-].[K+], predict the reaction product. (2) Given the reactants [Cl:1][C:2]1[CH:3]=[C:4]([NH:16][C:17]2[C:26]3[C:21](=[CH:22][CH:23]=[CH:24][C:25]=3[O:27][C@@H:28]([CH3:32])[C:29]([NH2:31])=[O:30])[N:20]=[CH:19][N:18]=2)[CH:5]=[CH:6][C:7]=1[O:8][CH2:9][C:10]1[CH:15]=[CH:14][CH:13]=[CH:12][N:11]=1.N1[CH2:37][CH2:36][C@@H:35]([OH:38])[CH2:34]1, predict the reaction product. The product is: [Cl:1][C:2]1[CH:3]=[C:4]([NH:16][C:17]2[C:26]3[C:21](=[CH:22][CH:23]=[CH:24][C:25]=3[O:27][C@@H:28]([CH3:32])[C:29]([N:31]3[CH2:37][CH2:36][C@@H:35]([OH:38])[CH2:34]3)=[O:30])[N:20]=[CH:19][N:18]=2)[CH:5]=[CH:6][C:7]=1[O:8][CH2:9][C:10]1[CH:15]=[CH:14][CH:13]=[CH:12][N:11]=1.